Dataset: Forward reaction prediction with 1.9M reactions from USPTO patents (1976-2016). Task: Predict the product of the given reaction. (1) Given the reactants [CH3:1][O:2][C:3]1[CH:4]=[C:5]([CH:15]=[CH:16][CH:17]=1)[O:6][C:7]1[CH:14]=[CH:13][C:10]([CH2:11][NH2:12])=[CH:9][CH:8]=1.[NH2:18][C:19]1[N:27]=[C:26]([CH3:28])[CH:25]=[CH:24][C:20]=1[C:21](O)=[O:22].ON1C2C=CC=CC=2N=N1.CCN=C=NCCCN(C)C, predict the reaction product. The product is: [CH3:1][O:2][C:3]1[CH:4]=[C:5]([CH:15]=[CH:16][CH:17]=1)[O:6][C:7]1[CH:14]=[CH:13][C:10]([CH2:11][NH:12][C:21](=[O:22])[C:20]2[CH:24]=[CH:25][C:26]([CH3:28])=[N:27][C:19]=2[NH2:18])=[CH:9][CH:8]=1. (2) Given the reactants Br[C:2]1[N:7]2[CH:8]=[C:9]([C:11]3[CH:16]=[CH:15][C:14]([C:17]([CH3:20])([CH3:19])[CH3:18])=[CH:13][CH:12]=3)[N:10]=[C:6]2[CH:5]=[CH:4][CH:3]=1.[NH:21]1[CH2:26][CH2:25][NH:24][CH2:23][CH2:22]1, predict the reaction product. The product is: [C:17]([C:14]1[CH:15]=[CH:16][C:11]([C:9]2[N:10]=[C:6]3[CH:5]=[CH:4][CH:3]=[C:2]([N:21]4[CH2:26][CH2:25][NH:24][CH2:23][CH2:22]4)[N:7]3[CH:8]=2)=[CH:12][CH:13]=1)([CH3:20])([CH3:19])[CH3:18].